Dataset: Catalyst prediction with 721,799 reactions and 888 catalyst types from USPTO. Task: Predict which catalyst facilitates the given reaction. (1) Reactant: [C:1]([NH:4][C:5]1[CH:10]=[CH:9][C:8]([CH2:11][C:12]([NH:14][C:15]2[C:16](=[O:27])[NH:17][C:18](=[O:26])[N:19]([CH2:22][CH2:23][CH2:24][CH3:25])[C:20]=2[NH2:21])=O)=[CH:7][CH:6]=1)(=[O:3])[CH3:2].[OH-].[Na+]. Product: [CH2:22]([N:19]1[C:20]2[N:21]=[C:12]([CH2:11][C:8]3[CH:9]=[CH:10][C:5]([NH:4][C:1](=[O:3])[CH3:2])=[CH:6][CH:7]=3)[NH:14][C:15]=2[C:16](=[O:27])[NH:17][C:18]1=[O:26])[CH2:23][CH2:24][CH3:25]. The catalyst class is: 5. (2) Reactant: [N+:1]([C:4]1[CH:5]=[C:6]([CH:19]=[CH:20][C:21]=1[N+:22]([O-])=O)[C:7]([NH:9][C:10]1[S:11][CH:12]=[C:13]([C:15]([F:18])([F:17])[F:16])[N:14]=1)=[O:8])([O-])=O. Product: [NH2:1][C:4]1[CH:5]=[C:6]([CH:19]=[CH:20][C:21]=1[NH2:22])[C:7]([NH:9][C:10]1[S:11][CH:12]=[C:13]([C:15]([F:18])([F:17])[F:16])[N:14]=1)=[O:8]. The catalyst class is: 5. (3) Product: [Br:24][C:3]1[C:4]2[C:9](=[CH:8][CH:7]=[C:6]([NH:10][C:11]3[N:20]=[CH:19][C:18]([CH:21]4[CH2:23][CH2:22]4)=[CH:17][C:12]=3[C:13]([O:15][CH3:16])=[O:14])[CH:5]=2)[NH:1][CH:2]=1. Reactant: [NH:1]1[C:9]2[C:4](=[CH:5][C:6]([NH:10][C:11]3[N:20]=[CH:19][C:18]([CH:21]4[CH2:23][CH2:22]4)=[CH:17][C:12]=3[C:13]([O:15][CH3:16])=[O:14])=[CH:7][CH:8]=2)[CH:3]=[CH:2]1.[Br:24]N1C(=O)CCC1=O.C(OCC)(=O)C.O. The catalyst class is: 7. (4) Product: [C:10]([C:9]1([C:5]2[CH:4]=[N:3][CH:8]=[CH:7][CH:6]=2)[CH2:24][CH2:23][N:15]([C:16]([O:17][C:18]([CH3:20])([CH3:19])[CH3:21])=[O:22])[CH2:14][CH2:13]1)#[N:11]. The catalyst class is: 9. Reactant: [H-].[Na+].[N:3]1[CH:8]=[CH:7][CH:6]=[C:5]([CH2:9][C:10]#[N:11])[CH:4]=1.Cl[CH2:13][CH2:14][N:15]([CH2:23][CH2:24]Cl)[C:16](=[O:22])[O:17][C:18]([CH3:21])([CH3:20])[CH3:19]. (5) Product: [NH:9]1[C:10]2[C:6](=[CH:5][CH:4]=[C:3]([CH:1]=[C:14]([C:15]([N:17]3[CH2:18][CH2:20][CH2:22][CH2:21]3)=[O:16])[C:12]#[N:13])[CH:11]=2)[CH:7]=[N:8]1. The catalyst class is: 1. Reactant: [CH:1]([C:3]1[CH:11]=[C:10]2[C:6]([CH:7]=[N:8][NH:9]2)=[CH:5][CH:4]=1)=O.[C:12]([CH2:14][C:15]([NH:17][CH:18]([CH3:20])C)=[O:16])#[N:13].[CH2:21]1CCN2C(=NCCC2)C[CH2:22]1.